Dataset: Catalyst prediction with 721,799 reactions and 888 catalyst types from USPTO. Task: Predict which catalyst facilitates the given reaction. (1) Reactant: [F:1][C:2]1[C:3]([CH3:37])=[C:4]([CH:34]=[CH:35][CH:36]=1)[O:5][C:6]1[C:7]([C:23]([NH:25][CH2:26][C@@H:27]2[CH2:31][O:30]C(C)(C)[O:28]2)=[O:24])=[C:8]([NH:14][C:15]2[CH:20]=[CH:19][C:18]([I:21])=[CH:17][C:16]=2[F:22])[N:9]([CH3:13])[C:10](=[O:12])[CH:11]=1.Cl. Product: [OH:28][C@@H:27]([CH2:31][OH:30])[CH2:26][NH:25][C:23]([C:7]1[C:6]([O:5][C:4]2[CH:34]=[CH:35][CH:36]=[C:2]([F:1])[C:3]=2[CH3:37])=[CH:11][C:10](=[O:12])[N:9]([CH3:13])[C:8]=1[NH:14][C:15]1[CH:20]=[CH:19][C:18]([I:21])=[CH:17][C:16]=1[F:22])=[O:24]. The catalyst class is: 7. (2) Reactant: C(N1C=CN=C1)([N:3]1[CH:7]=[CH:6]N=C1)=O.[CH3:13][S:14]([C:17]1[CH:22]=[CH:21][C:20]([CH2:23][C:24]([OH:26])=O)=[CH:19][CH:18]=1)(=[O:16])=[O:15].[C:27]([O:31][C:32]([N:34]1[CH2:39][CH2:38][CH:37](CCN)[CH2:36][CH2:35]1)=[O:33])([CH3:30])([CH3:29])[CH3:28].[OH-].[Na+]. Product: [C:27]([O:31][C:32]([N:34]1[CH2:35][CH2:36][CH:37]([N:3]([CH2:7][CH3:6])[C:24](=[O:26])[CH2:23][C:20]2[CH:19]=[CH:18][C:17]([S:14]([CH3:13])(=[O:15])=[O:16])=[CH:22][CH:21]=2)[CH2:38][CH2:39]1)=[O:33])([CH3:28])([CH3:29])[CH3:30]. The catalyst class is: 182. (3) Reactant: [OH:1][C:2]1[CH:9]=[C:8]([OH:10])[CH:7]=[CH:6][C:3]=1[CH:4]=[O:5].N1C=CC=CC=1.[C:17](Cl)(Cl)=[O:18].[C:21]([N:28]1[CH2:33][CH2:32][NH:31][CH2:30][CH2:29]1)([O:23][C:24]([CH3:27])([CH3:26])[CH3:25])=[O:22].C(N(CC)CC)C. Product: [N:28]1([C:21]([O:23][C:24]([CH3:27])([CH3:26])[CH3:25])=[O:22])[CH2:29][CH2:30][N:31]([C:17]([O:10][C:8]2[CH:7]=[CH:6][C:3]([CH:4]=[O:5])=[C:2]([OH:1])[CH:9]=2)=[O:18])[CH2:32][CH2:33]1. The catalyst class is: 2. (4) Reactant: C(OP([CH2:9][C:10]([O:12][CH2:13][CH3:14])=[O:11])(OCC)=O)C.[H-].[Na+].[F:17][C:18]1[CH:23]=[CH:22][CH:21]=[C:20]([F:24])[C:19]=1[CH:25]=[CH:26][CH:27]=O. Product: [F:17][C:18]1[CH:23]=[CH:22][CH:21]=[C:20]([F:24])[C:19]=1[CH:25]=[CH:26][CH:27]=[CH:9][C:10]([O:12][CH2:13][CH3:14])=[O:11]. The catalyst class is: 1. (5) Reactant: [NH2:1][C:2]([CH3:11])([CH3:10])[C:3]([O:5][C:6]([CH3:9])([CH3:8])[CH3:7])=[O:4].[C:12](OC(Cl)(Cl)Cl)(OC(Cl)(Cl)Cl)=[O:13].C(N(CC)CC)C. Product: [N:1]([C:2]([CH3:11])([CH3:10])[C:3]([O:5][C:6]([CH3:9])([CH3:8])[CH3:7])=[O:4])=[C:12]=[O:13]. The catalyst class is: 4. (6) Reactant: [NH2:1][C:2]1[N:6]([C:7]2[CH:8]=[N:9][CH:10]=[N:11][CH:12]=2)[N:5]=[CH:4][C:3]=1[C:13]([NH:15][CH3:16])=[O:14].[C:17]1(C)C=CC(S(O)(=O)=O)=CC=1.C(OCC)(OCC)OCC. Product: [CH3:16][N:15]1[C:13](=[O:14])[C:3]2[CH:4]=[N:5][N:6]([C:7]3[CH:12]=[N:11][CH:10]=[N:9][CH:8]=3)[C:2]=2[N:1]=[CH:17]1. The catalyst class is: 80.